This data is from Full USPTO retrosynthesis dataset with 1.9M reactions from patents (1976-2016). The task is: Predict the reactants needed to synthesize the given product. (1) Given the product [CH3:13][N:8]1[CH:7]([CH2:6][C:5]2[CH:14]=[CH:15][C:2]([O:1][C:23]3[CH:28]=[CH:27][C:26]([N+:29]([O-:31])=[O:30])=[CH:25][CH:24]=3)=[CH:3][CH:4]=2)[CH2:11][O:10][C:9]1=[O:12], predict the reactants needed to synthesize it. The reactants are: [OH:1][C:2]1[CH:15]=[CH:14][C:5]([CH2:6][CH:7]2[CH2:11][O:10][C:9](=[O:12])[N:8]2[CH3:13])=[CH:4][CH:3]=1.C(=O)([O-])[O-].[K+].[K+].F[C:23]1[CH:28]=[CH:27][C:26]([N+:29]([O-:31])=[O:30])=[CH:25][CH:24]=1. (2) Given the product [F:36][C:2]([F:1])([F:35])[C:3]1[CH:4]=[C:5]([CH:28]=[C:29]([C:31]([F:32])([F:34])[F:33])[CH:30]=1)[CH2:6][CH2:7][C:8]([NH:10][CH:11]1[CH2:17][CH2:16][CH2:15][N:14]([C:18]2[N:19]=[N:20][N:21]([CH3:37])[N:22]=2)[C:13]2[CH:23]=[C:24]([Cl:27])[CH:25]=[CH:26][C:12]1=2)=[O:9], predict the reactants needed to synthesize it. The reactants are: [F:1][C:2]([F:36])([F:35])[C:3]1[CH:4]=[C:5]([CH:28]=[C:29]([C:31]([F:34])([F:33])[F:32])[CH:30]=1)[CH2:6][CH2:7][C:8]([NH:10][CH:11]1[CH2:17][CH2:16][CH2:15][N:14]([C:18]2[NH:22][N:21]=[N:20][N:19]=2)[C:13]2[CH:23]=[C:24]([Cl:27])[CH:25]=[CH:26][C:12]1=2)=[O:9].[C:37]1(P(C2C=CC=CC=2)C2C=CC=CC=2)C=CC=CC=1.CCOC(/N=N/C(OCC)=O)=O.CO. (3) Given the product [CH3:1][N:2]([C:22]1[CH:27]=[CH:26][C:25]([NH:28][C:29]([NH:31][C:32]2[CH:37]=[CH:36][CH:35]=[CH:34][CH:33]=2)=[O:30])=[CH:24][CH:23]=1)[S:3]([C:6]1[S:7][C:8]([C:11]2[NH:15][N:14]=[CH:13][CH:12]=2)=[CH:9][CH:10]=1)(=[O:5])=[O:4], predict the reactants needed to synthesize it. The reactants are: [CH3:1][N:2]([C:22]1[CH:27]=[CH:26][C:25]([NH:28][C:29]([NH:31][C:32]2[CH:37]=[CH:36][CH:35]=[CH:34][CH:33]=2)=[O:30])=[CH:24][CH:23]=1)[S:3]([C:6]1[S:7][C:8]([C:11]2[N:15](C3CCCCO3)[N:14]=[CH:13][CH:12]=2)=[CH:9][CH:10]=1)(=[O:5])=[O:4].Cl.C([O-])(O)=O.[Na+].